Dataset: Catalyst prediction with 721,799 reactions and 888 catalyst types from USPTO. Task: Predict which catalyst facilitates the given reaction. (1) Reactant: N(C1C=C(C=CC=1C)C(NOC)=[O:7])N.[NH2:15][C:16]1[N:20]([C:21]2[CH:22]=[C:23]([CH:29]=[CH:30][C:31]=2[CH3:32])[C:24](NOC)=[O:25])[N:19]=[CH:18][C:17]=1[C:33](=[O:41])[C:34]1[CH:39]=[CH:38][CH:37]=[C:36](I)[CH:35]=1.C(N(CC)CC)C. Product: [NH2:15][C:16]1[N:20]([C:21]2[CH:22]=[C:23]([CH:29]=[CH:30][C:31]=2[CH3:32])[C:24]([OH:25])=[O:7])[N:19]=[CH:18][C:17]=1[C:33](=[O:41])[C:34]1[CH:39]=[CH:38][CH:37]=[CH:36][CH:35]=1. The catalyst class is: 8. (2) Reactant: [F:1][C:2]([F:10])([F:9])[C:3]1([C:6](O)=[O:7])[CH2:5][CH2:4]1.CN([C:14]([O:18][N:19]1N=NC2C=CC=N[C:20]1=2)=[N+](C)C)C.F[P-](F)(F)(F)(F)F.CCN(CC)CC.Cl.CNOC. Product: [CH3:14][O:18][N:19]([CH3:20])[C:6]([C:3]1([C:2]([F:10])([F:9])[F:1])[CH2:5][CH2:4]1)=[O:7]. The catalyst class is: 290. (3) Reactant: [CH3:1][S:2]([C:5]1[CH:6]=[C:7]([NH2:11])[CH:8]=[CH:9][CH:10]=1)(=[O:4])=[O:3].C(N(C(C)C)CC)(C)C.Cl[C:22](Cl)([O:24]C(=O)OC(Cl)(Cl)Cl)Cl.[CH3:33][C:34]1([CH3:48])[C:38]([CH3:40])([CH3:39])[O:37][B:36]([C:41]2[CH:42]=[C:43]([NH2:47])[CH:44]=[CH:45][CH:46]=2)[O:35]1. Product: [CH3:1][S:2]([C:5]1[CH:6]=[C:7]([NH:11][C:22]([NH:47][C:43]2[CH:44]=[CH:45][CH:46]=[C:41]([B:36]3[O:35][C:34]([CH3:48])([CH3:33])[C:38]([CH3:39])([CH3:40])[O:37]3)[CH:42]=2)=[O:24])[CH:8]=[CH:9][CH:10]=1)(=[O:3])=[O:4]. The catalyst class is: 98. (4) Reactant: [CH2:1]([O:8][C:9]([NH:11][C@H:12]([C:14]([OH:16])=O)[CH3:13])=[O:10])[C:2]1[CH:7]=[CH:6][CH:5]=[CH:4][CH:3]=1.[CH3:17][CH2:18][SH:19].C1CCC(N=C=NC2CCCCC2)CC1. Product: [CH2:1]([O:8][C:9]([NH:11][C@H:12]([CH3:13])[C:14](=[O:16])[S:19][CH2:18][CH3:17])=[O:10])[C:2]1[CH:3]=[CH:4][CH:5]=[CH:6][CH:7]=1. The catalyst class is: 166. (5) Reactant: [F:1][C:2]1[CH:28]=[C:27]([F:29])[CH:26]=[CH:25][C:3]=1[O:4][C:5]1[C:21](=[O:22])[N:20]([CH2:23][CH3:24])[C:8]2[N:9]=[C:10]([NH:13][CH:14]3[CH2:19][CH2:18][O:17][CH2:16][CH2:15]3)[N:11]=[CH:12][C:7]=2[CH:6]=1.N[C@@H]1CC[O:34]C[C@H]1O.C(OCC)(=O)C. Product: [F:1][C:2]1[CH:28]=[C:27]([F:29])[CH:26]=[CH:25][C:3]=1[O:4][C:5]1[C:21](=[O:22])[N:20]([CH2:23][CH3:24])[C:8]2[N:9]=[C:10]([NH:13][CH:14]3[CH2:19][CH2:18][O:17][CH2:16][CH:15]3[OH:34])[N:11]=[CH:12][C:7]=2[CH:6]=1. The catalyst class is: 60. (6) Reactant: [S:1]([CH2:5][CH2:6][CH2:7][C:8]([OH:10])=[O:9])(=[O:4])(=[O:3])[NH2:2].[CH3:11]OC(OC)OC. Product: [CH3:11][O:9][C:8](=[O:10])[CH2:7][CH2:6][CH2:5][S:1](=[O:4])(=[O:3])[NH2:2]. The catalyst class is: 5. (7) Reactant: [CH2:1]([C:3]1[N:4]=[C:5]([C:8](OCC)=[O:9])[S:6][CH:7]=1)[CH3:2].[BH4-].[Na+]. Product: [CH2:1]([C:3]1[N:4]=[C:5]([CH2:8][OH:9])[S:6][CH:7]=1)[CH3:2]. The catalyst class is: 5.